Dataset: Reaction yield outcomes from USPTO patents with 853,638 reactions. Task: Predict the reaction yield, written as a fraction of the theoretical maximum amount of product (1.0 means a 100% yield; for example, 0.34 means a 34% yield). The reactants are [CH3:1][C:2]1[O:3][C:4]2[CH:10]=[C:9]([N+:11]([O-])=O)[CH:8]=[CH:7][C:5]=2[N:6]=1. The catalyst is CC(O)=O.[Fe]. The product is [CH3:1][C:2]1[O:3][C:4]2[CH:10]=[C:9]([NH2:11])[CH:8]=[CH:7][C:5]=2[N:6]=1. The yield is 0.830.